From a dataset of Peptide-MHC class I binding affinity with 185,985 pairs from IEDB/IMGT. Regression. Given a peptide amino acid sequence and an MHC pseudo amino acid sequence, predict their binding affinity value. This is MHC class I binding data. The peptide sequence is DRYRARHSL. The MHC is HLA-A03:01 with pseudo-sequence HLA-A03:01. The binding affinity (normalized) is 0.